Dataset: Forward reaction prediction with 1.9M reactions from USPTO patents (1976-2016). Task: Predict the product of the given reaction. Given the reactants [Cl:1][C:2]1[CH:10]=[C:9]2[C:5]([C:6]([C:15](=[O:20])C(F)(F)F)=[CH:7][N:8]2[CH2:11][CH:12]([CH3:14])[CH3:13])=[CH:4][CH:3]=1.[OH-:21].[Na+], predict the reaction product. The product is: [Cl:1][C:2]1[CH:10]=[C:9]2[C:5]([C:6]([C:15]([OH:20])=[O:21])=[CH:7][N:8]2[CH2:11][CH:12]([CH3:13])[CH3:14])=[CH:4][CH:3]=1.